This data is from Reaction yield outcomes from USPTO patents with 853,638 reactions. The task is: Predict the reaction yield, written as a fraction of the theoretical maximum amount of product (1.0 means a 100% yield; for example, 0.34 means a 34% yield). (1) The reactants are [NH2:1][C:2]1[CH:10]=[CH:9][CH:8]=[CH:7][C:3]=1[C:4]([NH2:6])=[O:5].[CH3:11][C:12]1[CH:13]=[C:14]([CH:17]=[C:18]([CH3:29])[C:19]=1[O:20][CH2:21][CH2:22][N:23]1[CH2:28][CH2:27][O:26][CH2:25][CH2:24]1)[CH:15]=O.S([O-])(O)=O.[Na+].C1(C)C=CC(S(O)(=O)=O)=CC=1. The catalyst is CN(C)C(=O)C.O. The product is [CH3:29][C:18]1[CH:17]=[C:14]([C:15]2[NH:6][C:4](=[O:5])[C:3]3[C:2](=[CH:10][CH:9]=[CH:8][CH:7]=3)[N:1]=2)[CH:13]=[C:12]([CH3:11])[C:19]=1[O:20][CH2:21][CH2:22][N:23]1[CH2:28][CH2:27][O:26][CH2:25][CH2:24]1. The yield is 0.500. (2) The reactants are [CH3:1][Si](C=[N+]=[N-])(C)C.C[CH2:9][O:10]CC.[Si:13]([O:20][C:21]1[CH:48]=[CH:47][C:24]([CH2:25][C:26]2[C:27](=[O:46])[O:28][C:29](=[O:45])[C:30]=2[C@H:31]2[CH2:36][CH2:35][C@@H:34]([O:37][Si:38]([C:41]([CH3:44])([CH3:43])[CH3:42])([CH3:40])[CH3:39])[CH2:33][CH2:32]2)=[CH:23][CH:22]=1)([C:16]([CH3:19])([CH3:18])[CH3:17])([CH3:15])[CH3:14]. The catalyst is CO. The product is [Si:13]([O:20][C:21]1[CH:22]=[CH:23][C:24]([CH2:25]/[C:26](=[C:30](\[C@H:31]2[CH2:32][CH2:33][C@@H:34]([O:37][Si:38]([C:41]([CH3:42])([CH3:43])[CH3:44])([CH3:40])[CH3:39])[CH2:35][CH2:36]2)/[C:29]([O:10][CH3:9])=[O:45])/[C:27]([O:28][CH3:1])=[O:46])=[CH:47][CH:48]=1)([C:16]([CH3:18])([CH3:17])[CH3:19])([CH3:14])[CH3:15]. The yield is 0.850. (3) The product is [CH2:14]([NH:21][CH:7]1[CH2:6][CH2:5][C:4]2[C:9](=[CH:10][CH:11]=[CH:12][C:3]=2[O:2][CH3:1])[CH2:8]1)[C:15]1[CH:20]=[CH:19][CH:18]=[CH:17][CH:16]=1. The catalyst is C(Cl)Cl.O. The yield is 0.740. The reactants are [CH3:1][O:2][C:3]1[CH:12]=[CH:11][CH:10]=[C:9]2[C:4]=1[CH2:5][CH2:6][C:7](=O)[CH2:8]2.[CH2:14]([NH2:21])[C:15]1[CH:20]=[CH:19][CH:18]=[CH:17][CH:16]=1.CC(O)=O.[BH-](OC(C)=O)(OC(C)=O)OC(C)=O.[Na+].C([O-])(O)=O.[Na+]. (4) The reactants are [OH:1][C@@H:2]([C:23]1[CH:28]=[CH:27][CH:26]=[CH:25][CH:24]=1)[CH2:3][CH2:4][N:5]1[CH2:10][CH2:9][CH:8]([C:11]2[CH:12]=[C:13]([NH:17][C:18](=[O:22])[CH:19]([CH3:21])[CH3:20])[CH:14]=[CH:15][CH:16]=2)[CH2:7][CH2:6]1.[C:29]1(O)[CH:34]=[CH:33][CH:32]=[CH:31][CH:30]=1.C1(P(C2C=CC=CC=2)C2C=CC=CC=2)C=CC=CC=1.N(C(OCC)=O)=NC(OCC)=O.N. The catalyst is C1COCC1.C(Cl)(Cl)Cl. The product is [CH3:20][CH:19]([CH3:21])[C:18]([NH:17][C:13]1[CH:14]=[CH:15][CH:16]=[C:11]([CH:8]2[CH2:9][CH2:10][N:5]([CH2:4][CH2:3][C@H:2]([O:1][C:29]3[CH:34]=[CH:33][CH:32]=[CH:31][CH:30]=3)[C:23]3[CH:24]=[CH:25][CH:26]=[CH:27][CH:28]=3)[CH2:6][CH2:7]2)[CH:12]=1)=[O:22]. The yield is 0.236.